From a dataset of Reaction yield outcomes from USPTO patents with 853,638 reactions. Predict the reaction yield, written as a fraction of the theoretical maximum amount of product (1.0 means a 100% yield; for example, 0.34 means a 34% yield). (1) The reactants are [CH3:1][NH:2][C:3]([NH:5][C:6]([N:8]1[CH:14]([CH3:15])[CH2:13][C:12]2[CH:16]=[C:17]3[O:22][CH2:21][O:20][C:18]3=[CH:19][C:11]=2[C:10]([C:23]2[CH:28]=[CH:27][C:26]([N+:29]([O-:31])=[O:30])=[CH:25][CH:24]=2)=[N:9]1)=[S:7])=[O:4].BrBr.CO. The catalyst is C(Cl)(Cl)Cl. The product is [CH3:15][CH:14]1[CH2:13][C:12]2[CH:16]=[C:17]3[O:22][CH2:21][O:20][C:18]3=[CH:19][C:11]=2[C:10]([C:23]2[CH:28]=[CH:27][C:26]([N+:29]([O-:31])=[O:30])=[CH:25][CH:24]=2)=[N:9][N:8]1[C:6]1[S:7][N:2]([CH3:1])[C:3](=[O:4])[N:5]=1. The yield is 0.820. (2) The reactants are [CH3:1][O:2][C:3](=[O:24])[CH:4]([N:16]1[CH2:21][CH2:20][NH:19][CH:18]([CH2:22][CH3:23])[CH2:17]1)[CH2:5][C:6]1[CH:15]=[CH:14][C:13]2[C:8](=[CH:9][CH:10]=[CH:11][CH:12]=2)[CH:7]=1.[CH3:25][C:26]([O:29][C:30]([NH:32][C@@H:33]([C:42](O)=[O:43])[CH2:34][C:35]1[CH:40]=[CH:39][C:38]([F:41])=[CH:37][CH:36]=1)=[O:31])([CH3:28])[CH3:27].F[P-](F)(F)(F)(F)F.N1(OC(N(C)C)=[N+](C)C)C2N=CC=CC=2N=N1.CN1CCOCC1. The catalyst is CN(C=O)C.O.CCOC(C)=O. The product is [CH3:1][O:2][C:3](=[O:24])[CH:4]([N:16]1[CH2:21][CH2:20][N:19]([C:42](=[O:43])[CH:33]([NH:32][C:30]([O:29][C:26]([CH3:27])([CH3:25])[CH3:28])=[O:31])[CH2:34][C:35]2[CH:36]=[CH:37][C:38]([F:41])=[CH:39][CH:40]=2)[CH:18]([CH2:22][CH3:23])[CH2:17]1)[CH2:5][C:6]1[CH:15]=[CH:14][C:13]2[C:8](=[CH:9][CH:10]=[CH:11][CH:12]=2)[CH:7]=1. The yield is 0.910. (3) The reactants are [CH3:1][C:2]1[C:7]([O:8][C:9]2[C:10]([C:22]#[N:23])=[N:11][CH:12]=[C:13]([S:15][C:16]3[CH:21]=[CH:20][CH:19]=[CH:18][N:17]=3)[CH:14]=2)=[CH:6][CH:5]=[CH:4][N:3]=1.[OH:24]S(O)(=O)=O. No catalyst specified. The product is [CH3:1][C:2]1[C:7]([O:8][C:9]2[C:10]([C:22]([NH2:23])=[O:24])=[N:11][CH:12]=[C:13]([S:15][C:16]3[CH:21]=[CH:20][CH:19]=[CH:18][N:17]=3)[CH:14]=2)=[CH:6][CH:5]=[CH:4][N:3]=1. The yield is 0.960. (4) The reactants are [Br:1][C:2]1[C:7]2[C:8]([C:14]3[CH:15]=[C:16]([CH:19]=[CH:20][CH:21]=3)[C:17]#[N:18])=[N:9][CH2:10][C:11](=[O:13])[NH:12][C:6]=2[CH:5]=[C:4]([O:22][CH3:23])[C:3]=1O.[C:25]([O-:28])([O-])=O.[K+].[K+].I[CH3:32]. The catalyst is CN(C=O)C. The product is [Br:1][C:2]1[C:7]2[C:8]([C:14]3[CH:15]=[C:16]([CH:19]=[CH:20][CH:21]=3)[C:17]#[N:18])=[N:9][CH2:10][C:11](=[O:13])[N:12]([CH3:32])[C:6]=2[CH:5]=[C:4]([O:22][CH3:23])[C:3]=1[O:28][CH3:25]. The yield is 0.700. (5) The reactants are I[C:2]1[C:6]2=[N:7][C:8]([O:11][CH3:12])=[CH:9][CH:10]=[C:5]2[NH:4][N:3]=1.[Cu][C:14]#[N:15]. The catalyst is CN1CCCC1=O.ClCCl. The product is [CH3:12][O:11][C:8]1[N:7]=[C:6]2[C:2]([C:14]#[N:15])=[N:3][NH:4][C:5]2=[CH:10][CH:9]=1. The yield is 0.425. (6) The reactants are Cl.[N:2]1([CH2:8][C:9]2[C:13]3[CH:14]=[CH:15][C:16]([O:18][C:19]4[S:20][C:21]5[C:22]([N:27]=4)=[N:23][CH:24]=[CH:25][CH:26]=5)=[CH:17][C:12]=3[O:11][CH:10]=2)[CH2:7][CH2:6][NH:5][CH2:4][CH2:3]1.CCN(CC)CC.C[Si]([N:39]=[C:40]=[O:41])(C)C. The catalyst is C(Cl)Cl. The product is [S:20]1[C:21]2[C:22](=[N:23][CH:24]=[CH:25][CH:26]=2)[N:27]=[C:19]1[O:18][C:16]1[CH:15]=[CH:14][C:13]2[C:9]([CH2:8][N:2]3[CH2:7][CH2:6][N:5]([C:40]([NH2:39])=[O:41])[CH2:4][CH2:3]3)=[CH:10][O:11][C:12]=2[CH:17]=1. The yield is 0.440. (7) The reactants are [NH2:1][C@@H:2]1[CH2:8][C@:7]2([C:17]3[CH:22]=[CH:21][CH:20]=[CH:19][CH:18]=3)[N:9]([CH2:10][C:11]3[CH:16]=[CH:15][CH:14]=[CH:13][CH:12]=3)[C@H:3]1[CH2:4][CH2:5][C@H:6]2[O:23][CH2:24][C:25]1[CH:30]=[C:29]([C:31]([F:34])([F:33])[F:32])[CH:28]=[C:27]([C:35]([F:38])([F:37])[F:36])[CH:26]=1.[CH2:39](OC(OCC)OCC)C.[N-:49]=[N+:50]=[N-:51].[Na+]. The catalyst is C(O)(=O)C. The product is [CH2:10]([N:9]1[C@@H:3]2[C@H:2]([N:1]3[CH:39]=[N:51][N:50]=[N:49]3)[CH2:8][C@@:7]1([C:17]1[CH:18]=[CH:19][CH:20]=[CH:21][CH:22]=1)[C@H:6]([O:23][CH2:24][C:25]1[CH:26]=[C:27]([C:35]([F:38])([F:36])[F:37])[CH:28]=[C:29]([C:31]([F:32])([F:33])[F:34])[CH:30]=1)[CH2:5][CH2:4]2)[C:11]1[CH:16]=[CH:15][CH:14]=[CH:13][CH:12]=1. The yield is 0.560. (8) The reactants are [C:1]([C:5]1[CH:18]=[CH:17][C:8]([CH2:9][NH:10][C:11](=[O:16])[CH2:12][C:13](=O)[CH3:14])=[CH:7][CH:6]=1)([CH3:4])([CH3:3])[CH3:2].[NH2:19][C:20]1[N:27]=[CH:26][C:25]([I:28])=[CH:24][C:21]=1[CH:22]=O.N1CCCCC1. The catalyst is CO. The product is [C:1]([C:5]1[CH:18]=[CH:17][C:8]([CH2:9][NH:10][C:11]([C:12]2[C:13]([CH3:14])=[N:19][C:20]3[C:21]([CH:22]=2)=[CH:24][C:25]([I:28])=[CH:26][N:27]=3)=[O:16])=[CH:7][CH:6]=1)([CH3:4])([CH3:2])[CH3:3]. The yield is 0.630.